Dataset: Forward reaction prediction with 1.9M reactions from USPTO patents (1976-2016). Task: Predict the product of the given reaction. (1) Given the reactants C1C=C[NH+]=CC=1.[O-][Cr](Cl)(=O)=O.[CH2:12]([O:23][C:24]1[CH:25]=[C:26]([CH:29]=[CH:30][CH:31]=1)[CH2:27][OH:28])[CH2:13][CH2:14]/[CH:15]=[CH:16]\[CH2:17][CH2:18][CH2:19][CH2:20][CH2:21][CH3:22], predict the reaction product. The product is: [CH2:12]([O:23][C:24]1[CH:25]=[C:26]([CH:29]=[CH:30][CH:31]=1)[CH:27]=[O:28])[CH2:13][CH2:14]/[CH:15]=[CH:16]\[CH2:17][CH2:18][CH2:19][CH2:20][CH2:21][CH3:22]. (2) The product is: [Cl:28][C:29]1[C:30]([F:37])=[C:31]([N:35]2[C:5]([C:7]3[C:12](=[O:13])[CH:11]=[CH:10][N:9]([C:14]4[CH:15]=[CH:16][C:17]([S:20]([C:23]([F:26])([F:24])[F:25])(=[O:22])=[O:21])=[CH:18][CH:19]=4)[N:8]=3)=[CH:4][CH:3]=[N:36]2)[CH:32]=[CH:33][CH:34]=1. Given the reactants CN(C)/[CH:3]=[CH:4]/[C:5]([C:7]1[C:12](=[O:13])[CH:11]=[CH:10][N:9]([C:14]2[CH:19]=[CH:18][C:17]([S:20]([C:23]([F:26])([F:25])[F:24])(=[O:22])=[O:21])=[CH:16][CH:15]=2)[N:8]=1)=O.[Cl:28][C:29]1[C:30]([F:37])=[C:31]([NH:35][NH2:36])[CH:32]=[CH:33][CH:34]=1, predict the reaction product. (3) Given the reactants [Cl:1][C:2]1[CH:3]=[C:4]2[C:8](=[CH:9][CH:10]=1)[C:7](=[O:11])[N:6]([CH2:12][CH:13]([C:19]1([CH3:24])OCC[O:20]1)[C:14]([O:16][CH2:17][CH3:18])=[O:15])[C:5]2=[O:25].O.C1(C)C=CC(S(O)(=O)=O)=CC=1, predict the reaction product. The product is: [Cl:1][C:2]1[CH:3]=[C:4]2[C:8](=[CH:9][CH:10]=1)[C:7](=[O:11])[N:6]([CH2:12][CH:13]([C:19](=[O:20])[CH3:24])[C:14]([O:16][CH2:17][CH3:18])=[O:15])[C:5]2=[O:25]. (4) Given the reactants [F-].C([N+](CCCC)(CCCC)CCCC)CCC.CC([Si](C)(C)[O:24][CH2:25][CH2:26][C:27]1[O:28][C:29]([CH2:32][CH2:33][O:34][CH2:35][C:36]2[CH:41]=[CH:40][CH:39]=[CH:38][CH:37]=2)=[CH:30][CH:31]=1)(C)C, predict the reaction product. The product is: [OH:24][CH2:25][CH2:26][C:27]1[O:28][C:29]([CH2:32][CH2:33][O:34][CH2:35][C:36]2[CH:41]=[CH:40][CH:39]=[CH:38][CH:37]=2)=[CH:30][CH:31]=1. (5) Given the reactants [N+](C1C=CC(COC([N:12]2[CH2:16][CH2:15][C@H:14]([NH:17][C:18]([C:20]3[N:21]=[C:22]([N:25]4[CH2:28][CH:27]([S:29][C:30]5[C@H:31]([CH3:54])[C@@H:32]6[C@@H:49]([C@H:50]([OH:52])[CH3:51])[C:48](=[O:53])[N:33]6[C:34]=5[C:35]([O:37]CC5C=CC([N+]([O-])=O)=CC=5)=[O:36])[CH2:26]4)[S:23][CH:24]=3)=[O:19])[CH2:13]2)=O)=CC=1)([O-])=O, predict the reaction product. The product is: [NH:12]1[CH2:16][CH2:15][C@H:14]([NH:17][C:18]([C:20]2[N:21]=[C:22]([N:25]3[CH2:28][CH:27]([S:29][C:30]4[C@H:31]([CH3:54])[C@@H:32]5[C@@H:49]([C@H:50]([OH:52])[CH3:51])[C:48](=[O:53])[N:33]5[C:34]=4[C:35]([OH:37])=[O:36])[CH2:26]3)[S:23][CH:24]=2)=[O:19])[CH2:13]1. (6) The product is: [Cl:28][C:29]1[C:30]([F:43])=[C:31]([N:35]2[CH:39]=[C:38]([C:40]([N:11]3[CH2:10][CH2:9][N:8]4[C:4]([CH:1]([CH3:3])[CH3:2])=[N:5][N:6]=[C:7]4[CH:12]3[C:14]([NH:13][C:15]3[CH:16]=[CH:17][C:18]([C:19]([OH:21])=[O:20])=[CH:26][CH:27]=3)=[O:45])=[O:41])[N:37]=[N:36]2)[CH:32]=[CH:33][CH:34]=1. Given the reactants [CH:1]([C:4]1[N:8]2[CH2:9][CH2:10][NH:11][CH2:12][C:7]2=[N:6][N:5]=1)([CH3:3])[CH3:2].[N+:13]([C:15]1[CH:27]=[CH:26][C:18]([C:19]([O:21]C(C)(C)C)=[O:20])=[CH:17][CH:16]=1)#[C-:14].[Cl:28][C:29]1[C:30]([F:43])=[C:31]([N:35]2[CH:39]=[C:38]([C:40](O)=[O:41])[N:37]=[N:36]2)[CH:32]=[CH:33][CH:34]=1.C(O)(C(F)(F)F)=[O:45], predict the reaction product. (7) Given the reactants N1CCCCC1.C(O)(=[O:9])C.[CH2:11]([O:15][C:16]1[C:21]([CH:22]([CH3:24])[CH3:23])=[CH:20][C:19]([CH:25]([CH3:27])[CH3:26])=[CH:18][C:17]=1[C:28]([CH3:32])=[CH:29]C=O)[CH2:12][CH2:13][CH3:14].[F:33][C:34]([CH2:37][C:38](=O)[CH3:39])([F:36])[F:35], predict the reaction product. The product is: [CH2:11]([O:15][C:16]1[C:21]([CH:22]([CH3:24])[CH3:23])=[CH:20][C:19]([CH:25]([CH3:26])[CH3:27])=[CH:18][C:17]=1[C:28]([CH3:32])=[CH:29][CH:39]=[CH:38][C:37](=[O:9])[C:34]([F:36])([F:35])[F:33])[CH2:12][CH2:13][CH3:14]. (8) Given the reactants [NH2:1][C:2]([C:4]1[C:5]([F:32])=[C:6]([CH:28]=[CH:29][C:30]=1[F:31])[O:7][CH2:8][C:9]1[O:13][N:12]=[C:11]([C:14]2[CH:19]=[CH:18][C:17]([NH:20]C(=O)OC(C)(C)C)=[CH:16][CH:15]=2)[N:10]=1)=[O:3].O1CCOCC1.[ClH:39], predict the reaction product. The product is: [ClH:39].[NH2:20][C:17]1[CH:16]=[CH:15][C:14]([C:11]2[N:10]=[C:9]([CH2:8][O:7][C:6]3[C:5]([F:32])=[C:4]([C:2]([NH2:1])=[O:3])[C:30]([F:31])=[CH:29][CH:28]=3)[O:13][N:12]=2)=[CH:19][CH:18]=1.